Dataset: Full USPTO retrosynthesis dataset with 1.9M reactions from patents (1976-2016). Task: Predict the reactants needed to synthesize the given product. (1) Given the product [CH2:30]([NH:32][C:10]([C:9]1[S:8][C:7]([C:13]2[CH:14]=[N:15][C:16]([NH:19][C:20]([NH:22][CH2:23][CH3:24])=[O:21])=[CH:17][CH:18]=2)=[N:6][C:5]=1[C:3]([N:2]([CH3:1])[CH3:25])=[O:4])=[O:12])[CH3:29], predict the reactants needed to synthesize it. The reactants are: [CH3:1][N:2]([CH3:25])[C:3]([C:5]1[N:6]=[C:7]([C:13]2[CH:14]=[N:15][C:16]([NH:19][C:20]([NH:22][CH2:23][CH3:24])=[O:21])=[CH:17][CH:18]=2)[S:8][C:9]=1[C:10]([OH:12])=O)=[O:4].C1C=C[C:29]2N(O)N=[N:32][C:30]=2C=1.CN1CCOCC1.CCN=C=NCCCN(C)C.Cl.C(N)C. (2) Given the product [Br:3][C:4]1[CH:14]=[CH:13][C:7]([C:8]([O:10][CH2:11][CH3:12])=[O:9])=[CH:6][C:5]=1[O:15][CH2:24][C:23]([CH3:25])=[CH2:22], predict the reactants needed to synthesize it. The reactants are: [H-].[Na+].[Br:3][C:4]1[CH:14]=[CH:13][C:7]([C:8]([O:10][CH2:11][CH3:12])=[O:9])=[CH:6][C:5]=1[OH:15].CN(C=O)C.Cl[CH2:22][C:23]([CH3:25])=[CH2:24]. (3) Given the product [CH3:18][C:10]1([CH3:19])[C:9]2[C:14](=[CH:15][CH:16]=[C:7]([CH:22]=[CH2:23])[CH:8]=2)[C:13](=[O:17])[CH2:12][CH2:11]1, predict the reactants needed to synthesize it. The reactants are: FC(F)(F)S(O[C:7]1[CH:16]=[CH:15][C:14]2[C:13](=[O:17])[CH2:12][CH2:11][C:10]([CH3:19])([CH3:18])[C:9]=2[CH:8]=1)(=O)=O.[CH2:22]([Sn](CCCC)(CCCC)C=C)[CH2:23]CC.[Cl-].[Li+]. (4) Given the product [OH:1][CH:2]1[C:6]2([CH2:7][CH2:8][N:9]([C:12]([O:14][C:15]([CH3:16])([CH3:18])[CH3:17])=[O:13])[CH2:10][CH2:11]2)[C:5](=[O:19])[N:4]([C:21]2[CH2:25][O:24][C:23](=[O:26])[CH:22]=2)[CH2:3]1, predict the reactants needed to synthesize it. The reactants are: [OH:1][CH:2]1[C:6]2([CH2:11][CH2:10][N:9]([C:12]([O:14][C:15]([CH3:18])([CH3:17])[CH3:16])=[O:13])[CH2:8][CH2:7]2)[C:5](=[O:19])[NH:4][CH2:3]1.Br[C:21]1[CH2:25][O:24][C:23](=[O:26])[CH:22]=1.CC1(C)C2C(=C(P(C3C=CC=CC=3)C3C=CC=CC=3)C=CC=2)OC2C(P(C3C=CC=CC=3)C3C=CC=CC=3)=CC=CC1=2.C([O-])([O-])=O.[K+].[K+].O. (5) Given the product [CH2:18]([O:25][C:26]([C@H:27]([CH3:46])[CH2:28][C@H:29]([NH:43][C:44]([N:1]1[CH:5]=[CH:4][C:3]([C:6]([OH:8])=[O:7])=[N:2]1)=[O:45])[CH2:30][C:31]1[CH:32]=[CH:33][C:34]([C:37]2[CH:38]=[CH:39][CH:40]=[CH:41][CH:42]=2)=[CH:35][CH:36]=1)=[O:47])[C:19]1[CH:24]=[CH:23][CH:22]=[CH:21][CH:20]=1, predict the reactants needed to synthesize it. The reactants are: [NH:1]1[CH:5]=[CH:4][C:3]([C:6]([OH:8])=[O:7])=[N:2]1.C(N(C(C)C)CC)(C)C.[CH2:18]([O:25][C:26](=[O:47])[C@H:27]([CH3:46])[CH2:28][C@H:29]([N:43]=[C:44]=[O:45])[CH2:30][C:31]1[CH:36]=[CH:35][C:34]([C:37]2[CH:42]=[CH:41][CH:40]=[CH:39][CH:38]=2)=[CH:33][CH:32]=1)[C:19]1[CH:24]=[CH:23][CH:22]=[CH:21][CH:20]=1. (6) Given the product [OH:1][C:2]1[CH:3]=[C:4]2[C:9](=[CH:10][C:11]=1[O:12][CH3:14])[O:8][CH2:7][CH2:6][C:5]2=[O:13], predict the reactants needed to synthesize it. The reactants are: [OH:1][C:2]1[CH:3]=[C:4]2[C:9](=[CH:10][C:11]=1[OH:12])[O:8][CH2:7][CH2:6][C:5]2=[O:13].[C:14]([O-])([O-])=O.[K+].[K+].CI. (7) Given the product [C:29]([C:28]1[CH:4]([C:5]2[O:13][C:12]3[CH:11]=[CH:10][N:9]=[C:8]([NH:14][C:15](=[O:22])[C:16]4[CH:21]=[CH:20][CH:19]=[CH:18][CH:17]=4)[C:7]=3[CH:6]=2)[C:3]([C:1]#[N:2])=[C:23]([CH3:24])[NH:26][C:27]=1[C:31]1[CH:32]=[CH:33][C:34]([F:37])=[CH:35][CH:36]=1)#[N:30], predict the reactants needed to synthesize it. The reactants are: [C:1]([C:3]([C:23](=O)[CH3:24])=[CH:4][C:5]1[O:13][C:12]2[CH:11]=[CH:10][N:9]=[C:8]([NH:14][C:15](=[O:22])[C:16]3[CH:21]=[CH:20][CH:19]=[CH:18][CH:17]=3)[C:7]=2[CH:6]=1)#[N:2].[NH2:26][C:27]([C:31]1[CH:36]=[CH:35][C:34]([F:37])=[CH:33][CH:32]=1)=[CH:28][C:29]#[N:30].